From a dataset of Catalyst prediction with 721,799 reactions and 888 catalyst types from USPTO. Predict which catalyst facilitates the given reaction. (1) Reactant: [OH:1][CH:2]([CH:12]=[CH2:13])[CH:3]([CH:9]([CH3:11])[CH3:10])[C:4]([O:6][CH2:7][CH3:8])=[O:5].CCN(CC)CC.[CH3:21][S:22](Cl)(=[O:24])=[O:23]. Product: [CH:9]([CH:3]([CH:2]([O:1][S:22]([CH3:21])(=[O:24])=[O:23])[CH:12]=[CH2:13])[C:4]([O:6][CH2:7][CH3:8])=[O:5])([CH3:10])[CH3:11]. The catalyst class is: 49. (2) Reactant: C(NCC)C.[C:6]([O:10][C:11]([NH:13][CH:14]1[CH2:19][CH2:18][CH2:17][N:16](C(OCC2C3C=CC=CC=3C3C2=CC=CC=3)=O)[CH2:15]1)=[O:12])([CH3:9])([CH3:8])[CH3:7]. Product: [NH:16]1[CH2:17][CH2:18][CH2:19][CH:14]([NH:13][C:11](=[O:12])[O:10][C:6]([CH3:8])([CH3:7])[CH3:9])[CH2:15]1. The catalyst class is: 8. (3) Reactant: [C:1]([O:5][C:6]([N:8]1[CH2:12][C@@H:11]([NH:13][C:14](=[O:16])[CH3:15])[C@H:10]([F:17])[C@H:9]1[C:18]([O:20]CC1C=CC=CC=1)=[O:19])=[O:7])([CH3:4])([CH3:3])[CH3:2]. Product: [C:1]([O:5][C:6]([N:8]1[CH2:12][C@@H:11]([NH:13][C:14](=[O:16])[CH3:15])[C@H:10]([F:17])[C@H:9]1[C:18]([OH:20])=[O:19])=[O:7])([CH3:2])([CH3:3])[CH3:4]. The catalyst class is: 19. (4) Reactant: [CH3:1][C:2]1[CH:8]=[CH:7][C:5]([NH2:6])=[CH:4][C:3]=1[N:9]1[C:16]2[N:12]([N:13]=[C:14]([C:17]3[CH:18]=[N:19][CH:20]=[CH:21][CH:22]=3)[CH:15]=2)[CH:11]=[CH:10]1.[CH3:23][C:24]1[N:25]([C:29]2[CH:30]=[C:31]([CH:35]=[C:36]([S:38]([F:43])([F:42])([F:41])([F:40])[F:39])[CH:37]=2)[C:32](O)=[O:33])[CH:26]=[CH:27][N:28]=1.CN(C(ON1N=NC2C=CC=NC1=2)=[N+](C)C)C.F[P-](F)(F)(F)(F)F.C(N(CC)C(C)C)(C)C.[OH-].[Na+]. Product: [CH3:23][C:24]1[N:25]([C:29]2[CH:30]=[C:31]([CH:35]=[C:36]([S:38]([F:42])([F:39])([F:40])([F:43])[F:41])[CH:37]=2)[C:32]([NH:6][C:5]2[CH:7]=[CH:8][C:2]([CH3:1])=[C:3]([N:9]3[C:16]4[N:12]([N:13]=[C:14]([C:17]5[CH:18]=[N:19][CH:20]=[CH:21][CH:22]=5)[CH:15]=4)[CH:11]=[CH:10]3)[CH:4]=2)=[O:33])[CH:26]=[CH:27][N:28]=1. The catalyst class is: 3. (5) Reactant: [C:1]([C:5]1[O:9][N:8]=[C:7]([NH:10][C:11]([C@@H:13]2[CH2:17][CH2:16][CH2:15][NH:14]2)=[O:12])[CH:6]=1)([CH3:4])([CH3:3])[CH3:2].Cl.[Cl:19][C:20]1[C:21](F)=[N:22][CH:23]=[C:24]([C:26]([F:29])([F:28])[F:27])[CH:25]=1.C(N(CC)CC)C. Product: [C:1]([C:5]1[O:9][N:8]=[C:7]([NH:10][C:11]([CH:13]2[CH2:17][CH2:16][CH2:15][N:14]2[C:21]2[C:20]([Cl:19])=[CH:25][C:24]([C:26]([F:29])([F:27])[F:28])=[CH:23][N:22]=2)=[O:12])[CH:6]=1)([CH3:4])([CH3:2])[CH3:3]. The catalyst class is: 8. (6) Reactant: Br[CH2:2][CH2:3][C:4]([O:6][CH3:7])=[O:5].[NH:8]1[CH2:13][CH2:12][CH:11]([O:14][C:15](=[O:29])[NH:16][C:17]2[CH:22]=[CH:21][CH:20]=[CH:19][C:18]=2[C:23]2[CH:28]=[CH:27][CH:26]=[CH:25][CH:24]=2)[CH2:10][CH2:9]1.CCN(C(C)C)C(C)C. Product: [CH3:7][O:6][C:4](=[O:5])[CH2:3][CH2:2][N:8]1[CH2:9][CH2:10][CH:11]([O:14][C:15](=[O:29])[NH:16][C:17]2[CH:22]=[CH:21][CH:20]=[CH:19][C:18]=2[C:23]2[CH:28]=[CH:27][CH:26]=[CH:25][CH:24]=2)[CH2:12][CH2:13]1. The catalyst class is: 10.